This data is from Reaction yield outcomes from USPTO patents with 853,638 reactions. The task is: Predict the reaction yield, written as a fraction of the theoretical maximum amount of product (1.0 means a 100% yield; for example, 0.34 means a 34% yield). (1) The yield is 0.348. The product is [CH2:1]1[C:9]2[C:4](=[CH:5][CH:6]=[CH:7][CH:8]=2)[CH2:3][N:2]1[C:13]([C:12]1[CH:16]=[CH:17][C:18]([OH:20])=[CH:19][C:11]=1[OH:10])=[O:14]. The reactants are [CH2:1]1[C:9]2[C:4](=[CH:5][CH:6]=[CH:7][CH:8]=2)[CH2:3][NH:2]1.[OH:10][C:11]1[CH:19]=[C:18]([OH:20])[CH:17]=[CH:16][C:12]=1[C:13](O)=[O:14].C(N(C(C)C)CC)(C)C.P(F)(F)(F)(F)F.N1(OC(N(C)C)=[N+](C)C)C2N=CC=CC=2N=N1.C([O-])(O)=O.[Na+]. The catalyst is CN(C=O)C.CCOC(C)=O. (2) The reactants are Br[C:2]1[CH:7]=[CH:6][C:5]([C:8]2[N:12]([C:13]3[CH:18]=[CH:17][CH:16]=[CH:15][CH:14]=3)[C:11]3[CH:19]=[CH:20][CH:21]=[CH:22][C:10]=3[N:9]=2)=[CH:4][CH:3]=1.[B:23]1([B:23]2[O:27][C:26]([CH3:29])([CH3:28])[C:25]([CH3:31])([CH3:30])[O:24]2)[O:27][C:26]([CH3:29])([CH3:28])[C:25]([CH3:31])([CH3:30])[O:24]1.C([O-])(=O)C.[K+]. The catalyst is C1C=CC(P(C2C=CC=CC=2)[C-]2C=CC=C2)=CC=1.C1C=CC(P(C2C=CC=CC=2)[C-]2C=CC=C2)=CC=1.Cl[Pd]Cl.[Fe+2].O1CCOCC1. The product is [C:13]1([N:12]2[C:11]3[CH:19]=[CH:20][CH:21]=[CH:22][C:10]=3[N:9]=[C:8]2[C:5]2[CH:6]=[CH:7][C:2]([B:23]3[O:27][C:26]([CH3:29])([CH3:28])[C:25]([CH3:31])([CH3:30])[O:24]3)=[CH:3][CH:4]=2)[CH:18]=[CH:17][CH:16]=[CH:15][CH:14]=1. The yield is 0.900. (3) The reactants are C(OC(N1CCN(C2S[C:16]([C:32]([OH:34])=O)=[C:17]([C:19]3[CH:24]=[CH:23][C:22]([O:25][C:26]4[CH:31]=[CH:30][CH:29]=[CH:28][CH:27]=4)=[CH:21][CH:20]=3)[N:18]=2)CC1)=O)(C)(C)C.[C:35]([CH2:37][C:38]([OH:40])=O)#[N:36].CCN=C=NC[CH2:47][CH2:48][N:49]([CH3:51])C.C1C=CC2N(O)N=[N:58][C:56]=2C=1.CC[N:64](C(C)C)C(C)C. The catalyst is C(Cl)Cl. The product is [C:35]([CH2:37][C:38]([N:58]1[CH2:47][CH:48]([N:49]2[CH:51]=[C:16]([C:32]([NH2:64])=[O:34])[C:17]([C:19]3[CH:20]=[CH:21][C:22]([O:25][C:26]4[CH:27]=[CH:28][CH:29]=[CH:30][CH:31]=4)=[CH:23][CH:24]=3)=[N:18]2)[CH2:56]1)=[O:40])#[N:36]. The yield is 0.260.